Dataset: Forward reaction prediction with 1.9M reactions from USPTO patents (1976-2016). Task: Predict the product of the given reaction. (1) The product is: [F:1][C:2]1[CH:7]=[CH:6][C:5]([CH:8]2[O:9][CH2:10][CH2:11][N:12]([CH2:14][CH2:15][CH3:16])[CH2:13]2)=[CH:4][C:3]=1[O:18][CH3:19]. Given the reactants [F:1][C:2]1[CH:7]=[CH:6][C:5]([CH:8]2[CH2:13][N:12]([CH2:14][CH2:15][CH3:16])[C:11](=O)[CH2:10][O:9]2)=[CH:4][C:3]=1[O:18][CH3:19], predict the reaction product. (2) Given the reactants [CH3:1][O:2][C:3]([CH2:5][C:6]1[CH:7]=[C:8]([CH:14]=[CH:15][CH:16]=1)[O:9][CH2:10][CH2:11][CH2:12]Br)=[O:4].C(N(C(C)C)CC)(C)C.[CH3:26][NH:27][CH2:28][CH2:29][OH:30], predict the reaction product. The product is: [CH3:1][O:2][C:3]([CH2:5][C:6]1[CH:7]=[C:8]([CH:14]=[CH:15][CH:16]=1)[O:9][CH2:10][CH2:11][CH2:12][N:27]([CH2:28][CH2:29][OH:30])[CH3:26])=[O:4]. (3) The product is: [CH2:7]([S:10]([N:13]1[CH2:18][CH2:17][C:16]([CH2:25][NH2:26])([N:19]2[CH2:24][CH2:23][CH2:22][CH2:21][CH2:20]2)[CH2:15][CH2:14]1)(=[O:11])=[O:12])[CH2:8][CH3:9]. Given the reactants [H-].[Al+3].[Li+].[H-].[H-].[H-].[CH2:7]([S:10]([N:13]1[CH2:18][CH2:17][C:16]([C:25]#[N:26])([N:19]2[CH2:24][CH2:23][CH2:22][CH2:21][CH2:20]2)[CH2:15][CH2:14]1)(=[O:12])=[O:11])[CH2:8][CH3:9].O.[OH-].[Na+], predict the reaction product. (4) Given the reactants Br[C:2]1[CH:14]=[CH:13][C:12]2[C:11]3[C:6](=[CH:7][CH:8]=[CH:9][CH:10]=3)[C:5]3([C:26]4[CH:25]=[CH:24][CH:23]=[CH:22][C:21]=4[C:20]4[C:15]3=[CH:16][CH:17]=[CH:18][CH:19]=4)[C:4]=2[CH:3]=1.[Cu][C:28]#[N:29].N, predict the reaction product. The product is: [C:28]([C:17]1[CH:18]=[CH:19][C:20]2[C:21]3[C:26](=[CH:25][CH:24]=[CH:23][CH:22]=3)[C:5]3([C:4]4[CH:3]=[CH:2][CH:14]=[CH:13][C:12]=4[C:11]4[C:6]3=[CH:7][CH:8]=[CH:9][CH:10]=4)[C:15]=2[CH:16]=1)#[N:29]. (5) Given the reactants [H-].[Na+].C[OH:4].Br[C:6]1[C:7](=O)[O:8][C:9]2C(C=1C)=C[CH:12]=[C:11]([OH:17])[CH:10]=2.CN([CH:22]=[O:23])C, predict the reaction product. The product is: [CH3:22][O:23][CH2:12][C:11](=[O:17])[CH2:10][C:9]([O:8][CH2:7][CH3:6])=[O:4].